This data is from Forward reaction prediction with 1.9M reactions from USPTO patents (1976-2016). The task is: Predict the product of the given reaction. (1) Given the reactants ClC1C=C(F)C=CC=1[C@H:9]1[C:14]([C:15]([O-:17])=[O:16])=[C:13]([CH2:18][Br:19])[NH:12][C:11]([C:20]2[S:21][CH:22]=[CH:23][N:24]=2)=[N:10]1.[C:25](OCC)(=O)[CH2:26]C(C)=O.[F:34][C:35]1[C:42]([F:43])=[CH:41][CH:40]=[CH:39][C:36]=1C=O.ClC1C=C(F)C=CC=1C=O, predict the reaction product. The product is: [Br:19][CH2:18][C:13]1[NH:12][C:11]([C:20]2[S:21][CH:22]=[CH:23][N:24]=2)=[N:10][C@@H:9]([C:36]2[CH:39]=[CH:40][CH:41]=[C:42]([F:43])[C:35]=2[F:34])[C:14]=1[C:15]([O:17][CH2:25][CH3:26])=[O:16]. (2) Given the reactants C[Si]([C:5]#[N:6])(C)C.[F-].C([N+](CCCC)(CCCC)CCCC)CCC.Br[CH2:26][C:27]1[C:28]([I:34])=[CH:29][C:30]([F:33])=[N:31][CH:32]=1, predict the reaction product. The product is: [F:33][C:30]1[N:31]=[CH:32][C:27]([CH2:26][C:5]#[N:6])=[C:28]([I:34])[CH:29]=1.